This data is from Full USPTO retrosynthesis dataset with 1.9M reactions from patents (1976-2016). The task is: Predict the reactants needed to synthesize the given product. Given the product [CH2:15]([S:14][CH2:2][CH:3]1[N:9]2[C:10](=[O:13])[O:11][N:12]=[C:8]2[CH2:7][CH2:6][CH2:5][CH2:4]1)[CH3:16], predict the reactants needed to synthesize it. The reactants are: Br[CH2:2][CH:3]1[N:9]2[C:10](=[O:13])[O:11][N:12]=[C:8]2[CH2:7][CH2:6][CH2:5][CH2:4]1.[S-:14][CH2:15][CH3:16].[Na+].